From a dataset of Peptide-MHC class I binding affinity with 185,985 pairs from IEDB/IMGT. Regression. Given a peptide amino acid sequence and an MHC pseudo amino acid sequence, predict their binding affinity value. This is MHC class I binding data. (1) The peptide sequence is KSLDNYQEW. The MHC is HLA-A02:12 with pseudo-sequence HLA-A02:12. The binding affinity (normalized) is 0.0847. (2) The peptide sequence is GTFEFTSFFY. The MHC is HLA-A31:01 with pseudo-sequence HLA-A31:01. The binding affinity (normalized) is 0.493. (3) The peptide sequence is FTDNNELEF. The binding affinity (normalized) is 0.0847. The MHC is HLA-B57:01 with pseudo-sequence HLA-B57:01. (4) The peptide sequence is SDYLELETI. The MHC is Patr-B2401 with pseudo-sequence Patr-B2401. The binding affinity (normalized) is 0.769. (5) The peptide sequence is ISLEAGQRF. The MHC is HLA-A02:01 with pseudo-sequence HLA-A02:01. The binding affinity (normalized) is 0.0847. (6) The peptide sequence is DLPSRLGKI. The MHC is HLA-E01:03 with pseudo-sequence HLA-E01:03. The binding affinity (normalized) is 0. (7) The MHC is Mamu-B8301 with pseudo-sequence Mamu-B8301. The peptide sequence is VVSTGYHFR. The binding affinity (normalized) is 0.219.